Task: Predict the product of the given reaction.. Dataset: Forward reaction prediction with 1.9M reactions from USPTO patents (1976-2016) Given the reactants Cl[Si:2]([CH:9]([CH3:11])[CH3:10])([CH:6]([CH3:8])[CH3:7])[CH:3]([CH3:5])[CH3:4].[OH:12][CH2:13][CH2:14][C:15]1[CH:16]=[C:17]([CH:20]=[CH:21][CH:22]=1)[CH:18]=[O:19].N1C=CN=C1, predict the reaction product. The product is: [CH:3]([Si:2]([CH:9]([CH3:11])[CH3:10])([CH:6]([CH3:8])[CH3:7])[O:12][CH2:13][CH2:14][C:15]1[CH:16]=[C:17]([CH:20]=[CH:21][CH:22]=1)[CH:18]=[O:19])([CH3:5])[CH3:4].